This data is from Reaction yield outcomes from USPTO patents with 853,638 reactions. The task is: Predict the reaction yield, written as a fraction of the theoretical maximum amount of product (1.0 means a 100% yield; for example, 0.34 means a 34% yield). (1) The reactants are [F:1][C:2]1[CH:10]=[C:9]2[C:5]([C:6]([C:12]3[N:13]=[C:14]4[C:20]([C:21]([OH:23])=O)=[CH:19][N:18]([CH2:24][O:25][CH2:26][CH2:27][Si:28]([CH3:31])([CH3:30])[CH3:29])[C:15]4=[N:16][CH:17]=3)=[N:7][N:8]2[CH3:11])=[CH:4][CH:3]=1.F[B-](F)(F)F.N1(OC(N(C)C)=[N+](C)C)C2C=CC=CC=2N=N1.C(N(CC)C(C)C)(C)C.[NH2:63][CH2:64][C:65]([CH3:69])([CH3:68])[CH2:66][OH:67]. The catalyst is C(#N)C.C(OCC)(=O)C.O. The product is [OH:67][CH2:66][C:65]([CH3:69])([CH3:68])[CH2:64][NH:63][C:21]([C:20]1[C:14]2[C:15](=[N:16][CH:17]=[C:12]([C:6]3[C:5]4[C:9](=[CH:10][C:2]([F:1])=[CH:3][CH:4]=4)[N:8]([CH3:11])[N:7]=3)[N:13]=2)[N:18]([CH2:24][O:25][CH2:26][CH2:27][Si:28]([CH3:29])([CH3:30])[CH3:31])[CH:19]=1)=[O:23]. The yield is 0.890. (2) The reactants are [C:1]([C:4]1[S:8][C:7]([C:9]2[CH:14]=[CH:13][N:12]=[C:11]([F:15])[CH:10]=2)=[C:6]([C:16]#[N:17])[C:5]=1[C:18]1[CH:23]=[CH:22][C:21]([Cl:24])=[CH:20][C:19]=1[Cl:25])(=O)[CH3:2].COC(OC)[N:29]([CH3:31])C.CC(O)=O.O.[NH2:39]N. No catalyst specified. The product is [Cl:25][C:19]1[CH:20]=[C:21]([Cl:24])[CH:22]=[CH:23][C:18]=1[C:5]1[C:6]([C:16]#[N:17])=[C:7]([C:9]2[CH:14]=[CH:13][N:12]=[C:11]([F:15])[CH:10]=2)[S:8][C:4]=1[C:1]1[NH:39][N:29]=[CH:31][CH:2]=1. The yield is 0.790.